From a dataset of Full USPTO retrosynthesis dataset with 1.9M reactions from patents (1976-2016). Predict the reactants needed to synthesize the given product. (1) Given the product [C:5]1([C:11]#[C:12][C:13]2[CH:31]=[CH:30][C:16]([C:17]([NH:19][C:20]3[CH:25]=[CH:24][CH:23]=[CH:22][C:21]=3[S:26]([NH:27][C:1](=[O:4])[CH3:2])(=[O:28])=[O:29])=[O:18])=[CH:15][CH:14]=2)[CH:6]=[CH:7][CH:8]=[CH:9][CH:10]=1, predict the reactants needed to synthesize it. The reactants are: [C:1]([OH:4])(=O)[CH3:2].[C:5]1([C:11]#[C:12][C:13]2[CH:31]=[CH:30][C:16]([C:17]([NH:19][C:20]3[CH:25]=[CH:24][CH:23]=[CH:22][C:21]=3[S:26](=[O:29])(=[O:28])[NH2:27])=[O:18])=[CH:15][CH:14]=2)[CH:10]=[CH:9][CH:8]=[CH:7][CH:6]=1. (2) Given the product [C:1]([O:5][C:6]([N:8]1[CH2:18][CH:17]2[CH2:19][CH:10]([C:11]3[CH:12]=[C:13]([N+:23]([O-:25])=[O:24])[C:14]([NH:20][CH2:26][CH2:27][CH2:28][CH3:29])=[CH:15][C:16]=32)[CH2:9]1)=[O:7])([CH3:2])([CH3:4])[CH3:3], predict the reactants needed to synthesize it. The reactants are: [C:1]([O:5][C:6]([N:8]1[CH2:18][CH:17]2[CH2:19][CH:10]([C:11]3[CH:12]=[C:13]([N+:23]([O-:25])=[O:24])[C:14]([N+:20]([O-])=O)=[CH:15][C:16]=32)[CH2:9]1)=[O:7])([CH3:4])([CH3:3])[CH3:2].[CH2:26](N)[CH2:27][CH2:28][CH3:29]. (3) Given the product [CH:9]12[NH:8][CH:13]([CH2:14][CH:15]([OH:17])[CH2:16]1)[CH2:12][O:11][CH2:10]2, predict the reactants needed to synthesize it. The reactants are: C(OC([N:8]1[CH:13]2[CH2:14][C:15](=[O:17])[CH2:16][CH:9]1[CH2:10][O:11][CH2:12]2)=O)(C)(C)C.[BH4-].[Na+].FC(F)(F)C(O)=O.